Task: Predict the reaction yield, written as a fraction of the theoretical maximum amount of product (1.0 means a 100% yield; for example, 0.34 means a 34% yield).. Dataset: Reaction yield outcomes from USPTO patents with 853,638 reactions (1) The reactants are [SiH](CC)(CC)CC.B(F)(F)F.CCOCC.[Br:17][C:18]1[CH:19]=[CH:20][C:21]([Cl:37])=[C:22]([C:24]([C:26]2[CH:31]=[C:30]([F:32])[C:29]([O:33][CH2:34][CH3:35])=[CH:28][C:27]=2[F:36])=O)[CH:23]=1.C(=O)([O-])[O-].[Na+].[Na+]. The catalyst is C(Cl)(Cl)Cl.C(#N)C. The product is [Br:17][C:18]1[CH:19]=[CH:20][C:21]([Cl:37])=[C:22]([CH2:24][C:26]2[CH:31]=[C:30]([F:32])[C:29]([O:33][CH2:34][CH3:35])=[CH:28][C:27]=2[F:36])[CH:23]=1. The yield is 0.710. (2) The reactants are [NH2:1][C:2]1[CH:3]=[N:4][CH:5]=[CH:6][CH:7]=1.C(N(CC)CC)C.Cl[CH2:16][C:17](Cl)=[O:18].[CH2:20]([CH2:22][NH2:23])[OH:21]. The catalyst is C1COCC1. The product is [OH:18][CH2:17][CH2:16][NH:23][CH2:22][C:20]([NH:1][C:2]1[CH:3]=[N:4][CH:5]=[CH:6][CH:7]=1)=[O:21]. The yield is 0.320. (3) The reactants are [NH2:1][C:2]12[CH2:9][CH2:8][C:5]([C:10](OCC)=[O:11])([CH2:6][CH2:7]1)[C:4](=[O:15])[CH2:3]2.[BH4-].[Na+]. The catalyst is CCO. The product is [NH2:1][C:2]12[CH2:7][CH2:6][C:5]([CH2:10][OH:11])([CH2:8][CH2:9]1)[CH:4]([OH:15])[CH2:3]2. The yield is 0.560. (4) The yield is 0.110. The reactants are [CH3:1][C:2]1([CH3:24])CN[C:6](=[O:9])[C:5]2[S:10][C:11]([N:13]3[C:18]4[CH:19]=[C:20](O)[CH:21]=[CH:22][C:17]=4[O:16][CH2:15][CH2:14]3)=[N:12][C:4]=2[CH2:3]1.[NH:25]1[CH2:30][CH2:29][O:28][CH2:27][CH2:26]1.[CH3:31]C(C)([O-])C.[Na+]. The product is [CH3:24][C:2]1([CH3:31])[CH2:3][C:4]2[N:12]=[C:11]([N:13]3[C:18]4[CH:19]=[C:20]([N:25]5[CH2:30][CH2:29][O:28][CH2:27][CH2:26]5)[CH:21]=[CH:22][C:17]=4[O:16][CH2:15][CH2:14]3)[S:10][C:5]=2[C:6](=[O:9])[CH2:1]1. The catalyst is C1COCC1.C([O-])(=O)C.[Pd+2].C([O-])(=O)C. (5) The reactants are CS(O[C@@H:6]([CH2:23][C:24]1[CH:29]=[C:28]([F:30])[C:27]([F:31])=[CH:26][C:25]=1[F:32])[CH2:7][C:8]([N:10]1[CH2:15][CH2:14][N:13]2[C:16]([C:19]([F:22])([F:21])[F:20])=[N:17][N:18]=[C:12]2[CH2:11]1)=[O:9])(=O)=O.[N-:33]=[N+:34]=[N-:35].[Na+].[Na].[N-]=[N+]=[N-]. The catalyst is O.CN(C)C=O. The product is [N:33]([C@H:6]([CH2:23][C:24]1[CH:29]=[C:28]([F:30])[C:27]([F:31])=[CH:26][C:25]=1[F:32])[CH2:7][C:8]([N:10]1[CH2:15][CH2:14][N:13]2[C:16]([C:19]([F:22])([F:21])[F:20])=[N:17][N:18]=[C:12]2[CH2:11]1)=[O:9])=[N+:34]=[N-:35]. The yield is 0.214. (6) The reactants are [N+:1]([C:4]1[N:8]=[CH:7][N:6]([C:9]2[CH:16]=[CH:15][C:14](/[CH:17]=[CH:18]/[CH:19]([C:24]3[CH:29]=[C:28]([Cl:30])[C:27]([Cl:31])=[C:26]([Cl:32])[CH:25]=3)[C:20]([F:23])([F:22])[F:21])=[CH:13][C:10]=2[C:11]#[N:12])[N:5]=1)([O-])=O.[NH4+].[Cl-]. The catalyst is CO.[Zn]. The product is [NH2:1][C:4]1[N:8]=[CH:7][N:6]([C:9]2[CH:16]=[CH:15][C:14](/[CH:17]=[CH:18]/[CH:19]([C:24]3[CH:25]=[C:26]([Cl:32])[C:27]([Cl:31])=[C:28]([Cl:30])[CH:29]=3)[C:20]([F:21])([F:22])[F:23])=[CH:13][C:10]=2[C:11]#[N:12])[N:5]=1. The yield is 0.890. (7) The reactants are C[O:2][C:3]([C:5]1([C:8]2[CH:9]=[CH:10][C:11]3[O:15][CH2:14][C:13]([CH3:17])([CH3:16])[C:12]=3[CH:18]=2)[CH2:7][CH2:6]1)=[O:4].[Li+].[OH-].Cl. The catalyst is CO. The product is [CH3:16][C:13]1([CH3:17])[C:12]2[CH:18]=[C:8]([C:5]3([C:3]([OH:4])=[O:2])[CH2:6][CH2:7]3)[CH:9]=[CH:10][C:11]=2[O:15][CH2:14]1. The yield is 0.410.